Task: Predict the reactants needed to synthesize the given product.. Dataset: Full USPTO retrosynthesis dataset with 1.9M reactions from patents (1976-2016) (1) Given the product [CH2:12]([NH:8][C:1](=[O:2])[CH2:46][O:45][C:38]1[CH:39]=[CH:40][C:41]2[C@@H:42]3[C@H:33]([C@H:30]4[C@@:28]([CH2:44][CH2:43]3)([CH3:29])[C:27]([C:23]3[CH:24]=[N:25][CH:26]=[C:21]([C:20]([F:50])([F:51])[F:19])[CH:22]=3)=[CH:32][CH2:31]4)[CH2:34][CH2:35][C:36]=2[CH:37]=1)[CH3:11], predict the reactants needed to synthesize it. The reactants are: [C:1]([N:8]1[CH:12]=[CH:11]N=C1)(N1C=CN=C1)=[O:2].Cl.N1C=CN=C1.[F:19][C:20]([F:51])([F:50])[C:21]1[CH:22]=[C:23]([C:27]2[C@:28]3([CH2:44][CH2:43][C@H:42]4[C@@H:33]([CH2:34][CH2:35][C:36]5[CH:37]=[C:38]([O:45][CH2:46]C(O)=O)[CH:39]=[CH:40][C:41]=54)[C@@H:30]3[CH2:31][CH:32]=2)[CH3:29])[CH:24]=[N:25][CH:26]=1.C(N)C. (2) Given the product [N:6]1[C:5]2[CH:7]=[CH:8][CH:9]=[CH:10][C:4]=2[NH:3][C:2]=1[NH:16][C:15]1[CH:17]=[CH:18][CH:19]=[C:13]([C:12]([F:11])([F:20])[F:21])[CH:14]=1, predict the reactants needed to synthesize it. The reactants are: Cl[C:2]1[NH:3][C:4]2[CH:10]=[CH:9][CH:8]=[CH:7][C:5]=2[N:6]=1.[F:11][C:12]([F:21])([F:20])[C:13]1[CH:14]=[C:15]([CH:17]=[CH:18][CH:19]=1)[NH2:16]. (3) Given the product [C:21]([O:25][C:26]([N:28]1[CH2:33][CH2:32][N:31]([CH2:34][C:8]2[CH:7]=[C:6]([N+:17]([O-:19])=[O:18])[C:5]([C:4]([O:3][CH2:1][CH3:2])=[O:20])=[CH:10][C:9]=2[O:11][C:12]([F:15])([F:14])[F:13])[CH2:30][CH2:29]1)=[O:27])([CH3:24])([CH3:23])[CH3:22], predict the reactants needed to synthesize it. The reactants are: [CH2:1]([O:3][C:4](=[O:20])[C:5]1[CH:10]=[C:9]([O:11][C:12]([F:15])([F:14])[F:13])[C:8](Br)=[CH:7][C:6]=1[N+:17]([O-:19])=[O:18])[CH3:2].[C:21]([O:25][C:26]([N:28]1[CH2:33][CH2:32][N:31]([CH2:34]C2C=CC(C(OCC)=O)=CC=2C(F)(F)F)[CH2:30][CH2:29]1)=[O:27])([CH3:24])([CH3:23])[CH3:22].